This data is from Buchwald-Hartwig C-N cross coupling reaction yields with 55,370 reactions. The task is: Predict the reaction yield, written as a fraction of the theoretical maximum amount of product (1.0 means a 100% yield; for example, 0.34 means a 34% yield). (1) The reactants are Brc1ccccn1.Cc1ccc(N)cc1.O=S(=O)(O[Pd]1c2ccccc2-c2ccccc2N~1)C(F)(F)F.CC(C)c1cc(C(C)C)c(-c2ccccc2P(C2CCCCC2)C2CCCCC2)c(C(C)C)c1.CN(C)C(=NC(C)(C)C)N(C)C.COC(=O)c1cc(-c2ccco2)on1. No catalyst specified. The product is Cc1ccc(Nc2ccccn2)cc1. The yield is 0.303. (2) The reactants are FC(F)(F)c1ccc(I)cc1.Cc1ccc(N)cc1.O=S(=O)(O[Pd]1c2ccccc2-c2ccccc2N~1)C(F)(F)F.COc1ccc(OC)c(P([C@]23C[C@H]4C[C@H](C[C@H](C4)C2)C3)[C@]23C[C@H]4C[C@H](C[C@H](C4)C2)C3)c1-c1c(C(C)C)cc(C(C)C)cc1C(C)C.CCN=P(N=P(N(C)C)(N(C)C)N(C)C)(N(C)C)N(C)C.COC(=O)c1cc(-c2cccs2)on1. No catalyst specified. The product is Cc1ccc(Nc2ccc(C(F)(F)F)cc2)cc1. The yield is 0.273. (3) The reactants are CCc1ccc(Cl)cc1.Cc1ccc(N)cc1.O=S(=O)(O[Pd]1c2ccccc2-c2ccccc2N~1)C(F)(F)F.CC(C)c1cc(C(C)C)c(-c2ccccc2P(C2CCCCC2)C2CCCCC2)c(C(C)C)c1.CN(C)C(=NC(C)(C)C)N(C)C.c1ccc(CN(Cc2ccccc2)c2ccon2)cc1. No catalyst specified. The product is CCc1ccc(Nc2ccc(C)cc2)cc1. The yield is 0.0626. (4) The reactants are CCc1ccc(Cl)cc1.Cc1ccc(N)cc1.O=S(=O)(O[Pd]1c2ccccc2-c2ccccc2N~1)C(F)(F)F.CC(C)c1cc(C(C)C)c(-c2ccccc2P(C2CCCCC2)C2CCCCC2)c(C(C)C)c1.CCN=P(N=P(N(C)C)(N(C)C)N(C)C)(N(C)C)N(C)C.CCOC(=O)c1cc(OC)no1. No catalyst specified. The product is CCc1ccc(Nc2ccc(C)cc2)cc1. The yield is 0.0768. (5) The reactants are COc1ccc(Br)cc1.Cc1ccc(N)cc1.O=S(=O)(O[Pd]1c2ccccc2-c2ccccc2N~1)C(F)(F)F.COc1ccc(OC)c(P([C@]23C[C@H]4C[C@H](C[C@H](C4)C2)C3)[C@]23C[C@H]4C[C@H](C[C@H](C4)C2)C3)c1-c1c(C(C)C)cc(C(C)C)cc1C(C)C.CCN=P(N=P(N(C)C)(N(C)C)N(C)C)(N(C)C)N(C)C.Cc1ccno1. No catalyst specified. The product is COc1ccc(Nc2ccc(C)cc2)cc1. The yield is 0.0783. (6) The reactants are FC(F)(F)c1ccc(Cl)cc1.Cc1ccc(N)cc1.O=S(=O)(O[Pd]1c2ccccc2-c2ccccc2N~1)C(F)(F)F.COc1ccc(OC)c(P([C@]23C[C@H]4C[C@H](C[C@H](C4)C2)C3)[C@]23C[C@H]4C[C@H](C[C@H](C4)C2)C3)c1-c1c(C(C)C)cc(C(C)C)cc1C(C)C.CN1CCCN2CCCN=C12.c1ccc(-c2ccno2)cc1. No catalyst specified. The product is Cc1ccc(Nc2ccc(C(F)(F)F)cc2)cc1. The yield is 0.100. (7) The reactants are COc1ccc(Br)cc1.Cc1ccc(N)cc1.O=S(=O)(O[Pd]1c2ccccc2-c2ccccc2N~1)C(F)(F)F.CC(C)c1cc(C(C)C)c(-c2ccccc2P(C(C)(C)C)C(C)(C)C)c(C(C)C)c1.CN1CCCN2CCCN=C12.CCOC(=O)c1cnoc1. No catalyst specified. The product is COc1ccc(Nc2ccc(C)cc2)cc1. The yield is 0.155.